Dataset: Full USPTO retrosynthesis dataset with 1.9M reactions from patents (1976-2016). Task: Predict the reactants needed to synthesize the given product. (1) Given the product [F:31][C:32]1[CH:40]=[CH:39][C:35]([C:36]([N:6]2[CH2:5][CH2:4][N:3]3[CH2:7][C@@H:8]([NH:10][S:11]([C:14]4[CH:19]=[CH:18][CH:17]=[C:16]([C:20]([F:23])([F:21])[F:22])[CH:15]=4)(=[O:13])=[O:12])[CH2:9][C@H:2]3[CH2:1]2)=[O:37])=[CH:34][CH:33]=1, predict the reactants needed to synthesize it. The reactants are: [CH2:1]1[NH:6][CH2:5][CH2:4][N:3]2[CH2:7][C@@H:8]([NH:10][S:11]([C:14]3[CH:19]=[CH:18][CH:17]=[C:16]([C:20]([F:23])([F:22])[F:21])[CH:15]=3)(=[O:13])=[O:12])[CH2:9][C@@H:2]12.C(N(CC)CC)C.[F:31][C:32]1[CH:40]=[CH:39][C:35]([C:36](Cl)=[O:37])=[CH:34][CH:33]=1. (2) Given the product [Cl:1][CH2:2][CH2:3][C:4]1[CH:12]=[CH:11][C:7]([CH:8]=[O:9])=[CH:6][CH:5]=1, predict the reactants needed to synthesize it. The reactants are: [Cl:1][CH2:2][CH2:3][C:4]1[CH:12]=[CH:11][C:7]([C:8](O)=[O:9])=[CH:6][CH:5]=1.S(=O)(=O)(O)O. (3) Given the product [CH3:3][C:4]1[O:8][C:7]([C:9]2[CH:14]=[CH:13][CH:12]=[CH:11][CH:10]=2)=[N:6][C:5]=1[CH2:15][O:16][C:17]1[CH:18]=[CH:19][C:20]([CH2:21][O:22]/[N:23]=[C:24](/[C:32]2[CH:37]=[CH:36][N:35]=[CH:34][CH:33]=2)\[CH2:25][CH2:26][C:27]([OH:29])=[O:28])=[CH:38][CH:39]=1, predict the reactants needed to synthesize it. The reactants are: [OH-].[Na+].[CH3:3][C:4]1[O:8][C:7]([C:9]2[CH:14]=[CH:13][CH:12]=[CH:11][CH:10]=2)=[N:6][C:5]=1[CH2:15][O:16][C:17]1[CH:39]=[CH:38][C:20]([CH2:21][O:22][N:23]=[C:24]([C:32]2[CH:37]=[CH:36][N:35]=[CH:34][CH:33]=2)[CH2:25][CH2:26][C:27]([O:29]CC)=[O:28])=[CH:19][CH:18]=1.CO.Cl. (4) The reactants are: [F:1][C:2]1[C:11]2[C:10]([S:12]([Cl:15])(=[O:14])=[O:13])=[CH:9][CH:8]=[CH:7][C:6]=2[CH:5]=[N:4][CH:3]=1.[C:16]([O:20][C:21]([N:23]([C@@H:25]1[CH2:29][CH2:28][NH:27][CH2:26]1)[CH3:24])=[O:22])([CH3:19])([CH3:18])[CH3:17].BrC1C2C(S(Cl)(=O)=O)=CC=CC=2C=NC=1.C(O[C:50]([NH:52][CH:53]1[CH2:57][CH2:56][NH:55][CH2:54]1)=O)(C)(C)C. Given the product [C:16]([O:20][C:21]([N:23]([C@@H:25]1[CH2:29][CH2:28][N:27]([S:12]([C:10]2[C:11]3[C:2]([F:1])=[CH:3][N:4]=[CH:5][C:6]=3[CH:7]=[CH:8][CH:9]=2)(=[O:14])=[O:13])[CH2:26]1)[CH3:24])=[O:22])([CH3:19])([CH3:17])[CH3:18].[F:1][C:2]1[C:11]2[C:10]([S:12]([N:55]3[CH2:56][CH2:57][C@@H:53]([NH:52][CH3:50])[CH2:54]3)(=[O:14])=[O:13])=[CH:9][CH:8]=[CH:7][C:6]=2[CH:5]=[N:4][CH:3]=1.[ClH:15], predict the reactants needed to synthesize it. (5) Given the product [NH2:17][S:14]([C:13]1[CH:12]=[C:11]([CH:10]=[C:9]([N:21]2[CH2:22][CH2:23][CH2:24][CH2:25]2)[C:8]=1[O:7][C:4]1[CH:5]=[CH:6][CH:1]=[CH:2][CH:3]=1)[C:18]([O:20][CH2:27][C:28]#[N:29])=[O:19])(=[O:16])=[O:15], predict the reactants needed to synthesize it. The reactants are: [CH:1]1[CH:2]=[CH:3][C:4]([O:7][C:8]2[C:9]([N:21]3[CH2:25][CH2:24][CH2:23][CH2:22]3)=[CH:10][C:11]([C:18]([OH:20])=[O:19])=[CH:12][C:13]=2[S:14]([NH2:17])(=[O:16])=[O:15])=[CH:5][CH:6]=1.Cl[CH2:27][C:28]#[N:29].C(N(CC)CC)C.